From a dataset of Catalyst prediction with 721,799 reactions and 888 catalyst types from USPTO. Predict which catalyst facilitates the given reaction. (1) Reactant: Br[C:2]1[CH:3]=[C:4]([C:8]2[N:12]3[N:13]=[CH:14][C:15]([C:17]([F:20])([F:19])[F:18])=[N:16][C:11]3=[N:10][CH:9]=2)[CH:5]=[CH:6][CH:7]=1.[N:21]1[CH:26]=[CH:25][C:24](B(O)O)=[CH:23][CH:22]=1.C([O-])([O-])=O.[Na+].[Na+]. Product: [N:21]1[CH:26]=[CH:25][C:24]([C:2]2[CH:3]=[C:4]([C:8]3[N:12]4[N:13]=[CH:14][C:15]([C:17]([F:20])([F:19])[F:18])=[N:16][C:11]4=[N:10][CH:9]=3)[CH:5]=[CH:6][CH:7]=2)=[CH:23][CH:22]=1. The catalyst class is: 853. (2) Reactant: [CH2:1]([N:3]1[C:16](=[O:17])[C:15]2[C:10](=[CH:11][C:12]([N+:18]([O-])=O)=[CH:13][CH:14]=2)[C:9]2[CH:8]=[CH:7][CH:6]=[CH:5][C:4]1=2)[CH3:2]. Product: [NH2:18][C:12]1[CH:11]=[C:10]2[C:15]([C:16](=[O:17])[N:3]([CH2:1][CH3:2])[C:4]3[CH:5]=[CH:6][CH:7]=[CH:8][C:9]=32)=[CH:14][CH:13]=1. The catalyst class is: 29. (3) Reactant: S(Cl)([Cl:3])=O.O[CH2:6][C:7]1[CH:18]=[CH:17][C:10]([CH2:11][N:12]2[CH2:16][CH2:15][CH2:14][CH2:13]2)=[CH:9][CH:8]=1. Product: [ClH:3].[Cl:3][CH2:6][C:7]1[CH:18]=[CH:17][C:10]([CH2:11][N:12]2[CH2:16][CH2:15][CH2:14][CH2:13]2)=[CH:9][CH:8]=1. The catalyst class is: 4. (4) Reactant: [Br:1][C:2]1[CH:3]=[C:4]2[C:9](=[CH:10][CH:11]=1)[C:8](Cl)=[N:7][N:6]=[CH:5]2.[NH:13]1[CH2:18][CH2:17][NH:16][CH2:15][CH2:14]1.C(=O)([O-])[O-].[K+].[K+]. Product: [Br:1][C:2]1[CH:3]=[C:4]2[C:9](=[CH:10][CH:11]=1)[C:8]([N:13]1[CH2:18][CH2:17][NH:16][CH2:15][CH2:14]1)=[N:7][N:6]=[CH:5]2. The catalyst class is: 10. (5) Reactant: [NH2:1][C@@H:2]([CH2:24][C:25]1[CH:30]=[CH:29][CH:28]=[CH:27][CH:26]=1)[CH2:3][C@H:4]([OH:23])[C@@H:5]([NH:13][C:14](=[O:22])[O:15][CH2:16][C:17]1[S:21][CH:20]=[N:19][CH:18]=1)[CH2:6][C:7]1[CH:12]=[CH:11][CH:10]=[CH:9][CH:8]=1.[CH3:31][N:32]([CH3:37])[S:33](Cl)(=[O:35])=[O:34]. Product: [CH2:6]([C@H:5]([NH:13][C:14](=[O:22])[O:15][CH2:16][C:17]1[S:21][CH:20]=[N:19][CH:18]=1)[C@@H:4]([OH:23])[CH2:3][C@@H:2]([NH:1][S:33]([N:32]([CH3:37])[CH3:31])(=[O:35])=[O:34])[CH2:24][C:25]1[CH:26]=[CH:27][CH:28]=[CH:29][CH:30]=1)[C:7]1[CH:12]=[CH:11][CH:10]=[CH:9][CH:8]=1. The catalyst class is: 241. (6) Reactant: [F:1][C:2]([F:25])([F:24])[S:3]([O:6][C:7]1[CH:8]=[CH:9][C:10]2[CH2:11][C@H:12]3[NH:23][CH2:22][CH2:21][C@@:18]4([C:19]=2[CH:20]=1)[C@H:13]3[CH2:14][CH2:15][CH2:16][CH2:17]4)(=[O:5])=[O:4].[CH2:26](Br)[C:27]1[CH:32]=[CH:31][CH:30]=[CH:29][CH:28]=1. Product: [CH2:26]([N:23]1[CH2:22][CH2:21][C@@:18]23[C:19]4[CH:20]=[C:7]([O:6][S:3]([C:2]([F:1])([F:24])[F:25])(=[O:5])=[O:4])[CH:8]=[CH:9][C:10]=4[CH2:11][C@@H:12]1[C@@H:13]2[CH2:14][CH2:15][CH2:16][CH2:17]3)[C:27]1[CH:32]=[CH:31][CH:30]=[CH:29][CH:28]=1. The catalyst class is: 2. (7) Reactant: [H-].[H-].[H-].[H-].[Li+].[Al+3].[CH3:7][O:8][C:9]1[CH:14]=[CH:13][C:12]([C:15]2([C:21]#[N:22])[CH2:20][CH2:19][O:18][CH2:17][CH2:16]2)=[CH:11][CH:10]=1.[OH-].[Na+]. Product: [CH3:7][O:8][C:9]1[CH:14]=[CH:13][C:12]([C:15]2([CH2:21][NH2:22])[CH2:16][CH2:17][O:18][CH2:19][CH2:20]2)=[CH:11][CH:10]=1. The catalyst class is: 1.